This data is from Forward reaction prediction with 1.9M reactions from USPTO patents (1976-2016). The task is: Predict the product of the given reaction. (1) The product is: [CH3:17][C:18]([NH2:22])([CH3:21])[C:19]#[C:20][C:12]1[CH:13]=[CH:14][C:9]([B:4]2[O:3][C:2]([CH3:16])([CH3:1])[C:6]([CH3:8])([CH3:7])[O:5]2)=[CH:10][CH:11]=1. Given the reactants [CH3:1][C:2]1([CH3:16])[C:6]([CH3:8])([CH3:7])[O:5][B:4]([C:9]2[CH:14]=[CH:13][C:12](Br)=[CH:11][CH:10]=2)[O:3]1.[CH3:17][C:18]([NH2:22])([CH3:21])[C:19]#[CH:20], predict the reaction product. (2) Given the reactants [OH:1][C:2]1[C:3](=[O:16])[CH:4]=[C:5]([CH2:8][O:9][CH:10]2[CH2:15][CH2:14][CH2:13][CH2:12][O:11]2)[O:6][CH:7]=1.C([O-])([O-])=O.[Cs+].[Cs+].[Br:23][CH2:24][CH2:25][CH2:26][CH2:27][CH2:28][CH2:29][CH2:30]Br, predict the reaction product. The product is: [Br:23][CH2:24][CH2:25][CH2:26][CH2:27][CH2:28][CH2:29][CH2:30][O:1][C:2]1[C:3](=[O:16])[CH:4]=[C:5]([CH2:8][O:9][CH:10]2[CH2:15][CH2:14][CH2:13][CH2:12][O:11]2)[O:6][CH:7]=1. (3) Given the reactants C([N:14]1[CH2:17][CH:16]([N:18]2[CH2:23][CH2:22][N:21]([C:24]3[N:29]=[CH:28][CH:27]=[CH:26][N:25]=3)[CH2:20][CH2:19]2)[CH2:15]1)(C1C=CC=CC=1)C1C=CC=CC=1.ClC(OC(Cl)C)=O.CO.C(OCC)C, predict the reaction product. The product is: [NH:14]1[CH2:17][CH:16]([N:18]2[CH2:19][CH2:20][N:21]([C:24]3[N:25]=[CH:26][CH:27]=[CH:28][N:29]=3)[CH2:22][CH2:23]2)[CH2:15]1. (4) Given the reactants [C:1]([C:3]1[C:4]([N:15]2[CH2:20][C@@H:19]3[CH2:21][C@H:16]2[CH2:17][N:18]3C(OC(C)(C)C)=O)=[N:5][C:6]([CH3:14])=[C:7]([C:9]([O:11][CH2:12][CH3:13])=[O:10])[CH:8]=1)#[N:2].Cl.O1CCOCC1, predict the reaction product. The product is: [C@H:16]12[CH2:21][C@H:19]([NH:18][CH2:17]1)[CH2:20][N:15]2[C:4]1[C:3]([C:1]#[N:2])=[CH:8][C:7]([C:9]([O:11][CH2:12][CH3:13])=[O:10])=[C:6]([CH3:14])[N:5]=1.